From a dataset of Catalyst prediction with 721,799 reactions and 888 catalyst types from USPTO. Predict which catalyst facilitates the given reaction. Reactant: [CH:1]12[O:6][CH:5]1[CH2:4][N:3]([C:7]([O:9][C:10]([CH3:13])([CH3:12])[CH3:11])=[O:8])[CH2:2]2.[Cu][C:15]#N.C[Mg]Br.[Cl-].[NH4+]. Product: [OH:6][C@H:5]1[C@H:1]([CH3:15])[CH2:2][N:3]([C:7]([O:9][C:10]([CH3:13])([CH3:12])[CH3:11])=[O:8])[CH2:4]1. The catalyst class is: 7.